From a dataset of Reaction yield outcomes from USPTO patents with 853,638 reactions. Predict the reaction yield, written as a fraction of the theoretical maximum amount of product (1.0 means a 100% yield; for example, 0.34 means a 34% yield). (1) The reactants are [CH:1]1([N:5]2[CH2:10][CH2:9][N:8]([C:11]([C@@H:13]3[CH2:15][C@H:14]3[C:16]3[CH:17]=[C:18]([CH:21]=[CH:22][CH:23]=3)[C:19]#[N:20])=[O:12])[CH2:7][CH2:6]2)[CH2:4][CH2:3][CH2:2]1.C(N)(=[O:26])C. The catalyst is C1COCC1.O.[Pd](Cl)Cl. The product is [CH:1]1([N:5]2[CH2:10][CH2:9][N:8]([C:11]([C@@H:13]3[CH2:15][C@H:14]3[C:16]3[CH:17]=[C:18]([CH:21]=[CH:22][CH:23]=3)[C:19]([NH2:20])=[O:26])=[O:12])[CH2:7][CH2:6]2)[CH2:2][CH2:3][CH2:4]1. The yield is 0.551. (2) The yield is 0.200. The product is [C:1]([O:5][C:6](=[O:7])[NH:8][C@@H:9]([CH2:13][CH2:14][CH2:15][CH2:16][CH2:17][C:18](=[O:21])[CH2:19][CH3:20])[C:10]([NH:44][CH2:45][C:46]([C:48]1[C:49]([O:58][CH3:59])=[N:50][C:51]2[C:56]([CH:57]=1)=[CH:55][CH:54]=[CH:53][CH:52]=2)=[O:47])=[O:12])([CH3:2])([CH3:3])[CH3:4]. The catalyst is CN(C=O)C.C(Cl)Cl. The reactants are [C:1]([O:5][C:6]([NH:8][C@@H:9]([CH2:13][CH2:14][CH2:15][CH2:16][CH2:17][C:18](=[O:21])[CH2:19][CH3:20])[C:10]([OH:12])=O)=[O:7])([CH3:4])([CH3:3])[CH3:2].CCN=C=NCCCN(C)C.Cl.C1C=CC2N(O)N=NC=2C=1.[NH2:44][CH2:45][C:46]([C:48]1[C:49]([O:58][CH3:59])=[N:50][C:51]2[C:56]([CH:57]=1)=[CH:55][CH:54]=[CH:53][CH:52]=2)=[O:47].CCN(C(C)C)C(C)C. (3) The reactants are C[O:2][C:3]([C:5]1[N:6]=[C:7]2[C:12]([C:13]([F:16])([F:15])[F:14])=[CH:11][C:10](Br)=[CH:9][N:8]2[C:18]=1[CH2:19][C:20]([O:22]C)=[O:21])=[O:4].[O:24]1[CH:28]=[CH:27][C:26](B(O)O)=[CH:25]1. The catalyst is [O-]P([O-])([O-])=O.[K+].[K+].[K+].O1CCOCC1.C1C=CC([P]([Pd]([P](C2C=CC=CC=2)(C2C=CC=CC=2)C2C=CC=CC=2)([P](C2C=CC=CC=2)(C2C=CC=CC=2)C2C=CC=CC=2)[P](C2C=CC=CC=2)(C2C=CC=CC=2)C2C=CC=CC=2)(C2C=CC=CC=2)C2C=CC=CC=2)=CC=1. The product is [C:20]([CH2:19][C:18]1[N:8]2[CH:9]=[C:10]([C:26]3[CH:27]=[CH:28][O:24][CH:25]=3)[CH:11]=[C:12]([C:13]([F:16])([F:14])[F:15])[C:7]2=[N:6][C:5]=1[C:3]([OH:2])=[O:4])([OH:22])=[O:21]. The yield is 0.830. (4) The reactants are [CH3:1][O:2][C:3](=[O:16])[C:4]([NH:8][C:9]([O:11][C:12]([CH3:15])([CH3:14])[CH3:13])=[O:10])([CH3:7])[CH:5]=O.[F:17][C:18]1[CH:24]=[CH:23][C:21]([NH2:22])=[CH:20][CH:19]=1.C(O)(=O)C.C([BH3-])#N.[Na+]. The catalyst is CO. The product is [CH3:1][O:2][C:3](=[O:16])[C:4]([NH:8][C:9]([O:11][C:12]([CH3:15])([CH3:14])[CH3:13])=[O:10])([CH3:7])[CH2:5][NH:22][C:21]1[CH:23]=[CH:24][C:18]([F:17])=[CH:19][CH:20]=1. The yield is 0.530. (5) The reactants are [CH2:1]([O:3][C:4]([CH:6]1[CH2:8][CH:7]1[C:9](=O)[C:10]1[CH:15]=[C:14]([C:16]#[N:17])[CH:13]=[CH:12][C:11]=1[F:18])=[O:5])[CH3:2].[C:20]1([CH3:31])[CH:25]=[CH:24][C:23]([S:26]([NH:29]N)(=[O:28])=[O:27])=[CH:22][CH:21]=1.[CH2:32](O)C. No catalyst specified. The product is [CH2:1]([O:3][C:4]([CH:6]1[CH2:8][CH:7]1[C:9]([C:10]1[CH:15]=[C:14]([C:16]#[N:17])[CH:13]=[CH:12][C:11]=1[F:18])=[CH:32][NH:29][S:26]([C:23]1[CH:24]=[CH:25][C:20]([CH3:31])=[CH:21][CH:22]=1)(=[O:28])=[O:27])=[O:5])[CH3:2]. The yield is 0.660. (6) The reactants are [NH2:1][C:2]1[CH:3]=[CH:4][C:5]([C:18]2[C:19]([N:39]([CH3:44])[S:40]([CH3:43])(=[O:42])=[O:41])=[CH:20][C:21]3[O:25][C:24]([C:26]4[CH:31]=[CH:30][C:29]([F:32])=[CH:28][C:27]=4[F:33])=[C:23]([C:34]([NH:36][CH3:37])=[O:35])[C:22]=3[CH:38]=2)=[N:6][C:7]=1[C:8]1[NH:9][C:10]2[C:15]([CH:16]=1)=[C:14]([F:17])[CH:13]=[CH:12][CH:11]=2.[Cl:45][CH2:46][C:47](OC)(OC)OC. The catalyst is CC(O)=O. The product is [Cl:45][CH2:46][C:47]1[N:9]2[C:10]3[CH:11]=[CH:12][CH:13]=[C:14]([F:17])[C:15]=3[CH:16]=[C:8]2[C:7]2[N:6]=[C:5]([C:18]3[C:19]([N:39]([CH3:44])[S:40]([CH3:43])(=[O:42])=[O:41])=[CH:20][C:21]4[O:25][C:24]([C:26]5[CH:31]=[CH:30][C:29]([F:32])=[CH:28][C:27]=5[F:33])=[C:23]([C:34]([NH:36][CH3:37])=[O:35])[C:22]=4[CH:38]=3)[CH:4]=[CH:3][C:2]=2[N:1]=1. The yield is 0.825.